Dataset: Reaction yield outcomes from USPTO patents with 853,638 reactions. Task: Predict the reaction yield, written as a fraction of the theoretical maximum amount of product (1.0 means a 100% yield; for example, 0.34 means a 34% yield). (1) The reactants are [NH2:1][C:2]1[CH:7]=[CH:6][C:5]([C:8]([CH3:12])([CH3:11])[C:9]#[N:10])=[C:4]([F:13])[CH:3]=1.[CH3:14][O:15][C:16]1[CH:17]=[C:18]([CH:22]=[CH:23][C:24]=1[O:25][CH3:26])[C:19](Cl)=[O:20].C(N(CC)CC)C. The catalyst is C(Cl)Cl. The product is [C:9]([C:8]([CH3:11])([CH3:12])[C:5]1[CH:6]=[CH:7][C:2]([NH:1][C:19](=[O:20])[C:18]2[CH:22]=[CH:23][C:24]([O:25][CH3:26])=[C:16]([O:15][CH3:14])[CH:17]=2)=[CH:3][C:4]=1[F:13])#[N:10]. The yield is 0.530. (2) The reactants are [CH3:1][N:2]([C:4]1[CH:9]=[CH:8][C:7]([O:10][CH3:11])=[CH:6][C:5]=1[N:12]=O)[CH3:3].[H][H].C([O-])([O-])=O.[K+].[K+].[C:22](Cl)(=[O:24])[CH3:23]. The catalyst is C(Cl)(Cl)Cl.[Pt].CO. The product is [CH3:1][N:2]([CH3:3])[C:4]1[CH:9]=[CH:8][C:7]([O:10][CH3:11])=[CH:6][C:5]=1[NH:12][C:22](=[O:24])[CH3:23]. The yield is 0.720. (3) The reactants are [Mg].[C:2]([CH2:21][CH2:22]I)([C:5]([C:8]([C:11]([C:14]([C:17]([F:20])([F:19])[F:18])([F:16])[F:15])([F:13])[F:12])([F:10])[F:9])([F:7])[F:6])([F:4])[F:3].Cl.C(Cl)(Cl)Cl. The catalyst is C(OCCC)CC.CI. The product is [C:2]([CH2:21][CH2:22][CH2:22][CH2:21][C:2]([C:5]([C:8]([C:11]([C:14]([C:17]([F:18])([F:19])[F:20])([F:15])[F:16])([F:12])[F:13])([F:10])[F:9])([F:7])[F:6])([F:4])[F:3])([C:5]([C:8]([C:11]([C:14]([C:17]([F:20])([F:19])[F:18])([F:16])[F:15])([F:13])[F:12])([F:10])[F:9])([F:7])[F:6])([F:4])[F:3]. The yield is 0.632.